From a dataset of Catalyst prediction with 721,799 reactions and 888 catalyst types from USPTO. Predict which catalyst facilitates the given reaction. (1) Reactant: [Li+].C[Si]([N-][Si](C)(C)C)(C)C.[CH3:11][C:12]1[CH:13]=[C:14]([CH:19]=[C:20]([O:22][CH3:23])[CH:21]=1)[C:15]([O:17]C)=O.[Cl:24][C:25]1[N:30]=[C:29]([CH3:31])[CH:28]=[CH:27][N:26]=1. Product: [Cl:24][C:25]1[N:30]=[C:29]([CH2:31][C:15]([C:14]2[CH:19]=[C:20]([O:22][CH3:23])[CH:21]=[C:12]([CH3:11])[CH:13]=2)=[O:17])[CH:28]=[CH:27][N:26]=1. The catalyst class is: 1. (2) Reactant: [NH2:1][C:2]1[O:3][CH2:4][C@@:5]2([N:26]=1)[C:18]1[CH:17]=[C:16]([OH:19])[CH:15]=[CH:14][C:13]=1[O:12][C:11]1[C:6]2=[CH:7][C:8]([C:20]2[CH:21]=[N:22][CH:23]=[N:24][CH:25]=2)=[CH:9][CH:10]=1.C(=O)([O-])[O-].[Cs+].[Cs+].FC(F)(F)S(O[CH2:39][CH:40]1[CH2:44][CH2:43][O:42][CH2:41]1)(=O)=O.[O-]S(C(F)(F)F)(=O)=O. Product: [N:22]1[CH:21]=[C:20]([C:8]2[CH:9]=[CH:10][C:11]3[O:12][C:13]4[C:18](=[CH:17][C:16]([O:19][CH2:39][CH:40]5[CH2:44][CH2:43][O:42][CH2:41]5)=[CH:15][CH:14]=4)[C@:5]4([CH2:4][O:3][C:2]([NH2:1])=[N:26]4)[C:6]=3[CH:7]=2)[CH:25]=[N:24][CH:23]=1. The catalyst class is: 31. (3) Reactant: [F:1][C:2]([F:9])([F:8])[C:3]1[S:4][CH:5]=[CH:6][CH:7]=1.[Cl:10][S:11](O)(=[O:13])=[O:12].S(Cl)(Cl)(=O)=O. Product: [F:1][C:2]([F:9])([F:8])[C:3]1[S:4][C:5]([S:11]([Cl:10])(=[O:13])=[O:12])=[CH:6][CH:7]=1. The catalyst class is: 4.